Dataset: Forward reaction prediction with 1.9M reactions from USPTO patents (1976-2016). Task: Predict the product of the given reaction. (1) Given the reactants [N+:1]([C:4]1[CH:5]=[CH:6][C:7]([O:10][C:11]2[CH:12]=[C:13]3[C:18](=[CH:19][CH:20]=2)[O:17][CH:16]([C:21]2[CH:26]=[CH:25][CH:24]=[CH:23][CH:22]=2)[CH2:15][CH2:14]3)=[N:8][CH:9]=1)([O-:3])=[O:2].[N+:27](C1C=C(C2CCC3C(=CC=C(O)C=3)O2)C=CC=1)([O-:29])=[O:28], predict the reaction product. The product is: [N+:1]([C:4]1[CH:5]=[CH:6][C:7]([O:10][C:11]2[CH:12]=[C:13]3[C:18](=[CH:19][CH:20]=2)[O:17][CH:16]([C:21]2[CH:22]=[CH:23][CH:24]=[C:25]([N+:27]([O-:29])=[O:28])[CH:26]=2)[CH2:15][CH2:14]3)=[N:8][CH:9]=1)([O-:3])=[O:2]. (2) The product is: [O:5]1[CH2:10][CH2:9][CH2:8][CH2:7][CH:6]1[O:11][CH2:12][C:13]1[O:17][N:16]=[C:15]([C:18]([OH:20])([C:1]#[CH:2])[CH3:19])[CH:14]=1. Given the reactants [C:1]([Mg]Br)#[CH:2].[O:5]1[CH2:10][CH2:9][CH2:8][CH2:7][CH:6]1[O:11][CH2:12][C:13]1[O:17][N:16]=[C:15]([C:18](=[O:20])[CH3:19])[CH:14]=1, predict the reaction product. (3) Given the reactants [F:1][C:2]1[CH:9]=[C:8]([F:10])[CH:7]=[C:6]([F:11])[C:3]=1[CH:4]=O.C[NH:13][NH2:14], predict the reaction product. The product is: [F:1][C:2]1[CH:9]=[C:8]([F:10])[CH:7]=[C:6]([F:11])[C:3]=1/[CH:4]=[N:13]/[NH2:14]. (4) Given the reactants N#N.[O:3]1[CH:7]=[CH:6][CH:5]=[C:4]1[C:8](=[O:10])[CH3:9].COC([O:16][CH3:17])OC.[C:18]([O-])(O)=O.[Na+], predict the reaction product. The product is: [O:3]1[CH:7]=[CH:6][CH:5]=[C:4]1[C:8]1([CH3:9])[O:16][CH2:17][CH2:18][O:10]1. (5) Given the reactants Br[C:2]1[C:3]([NH:16][C@H:17]2[CH2:22][CH2:21][C@H:20]([O:23][CH2:24][CH2:25][OH:26])[CH2:19][CH2:18]2)=[N:4][C:5]([N:9]2C(C)=CC=C2C)=[N:6][C:7]=1[CH3:8].[C:27]([O:31][CH2:32][CH3:33])(=[O:30])[CH:28]=[CH2:29], predict the reaction product. The product is: [NH2:9][C:5]1[N:4]=[C:3]([NH:16][C@H:17]2[CH2:18][CH2:19][C@H:20]([O:23][CH2:24][CH2:25][OH:26])[CH2:21][CH2:22]2)[C:2](/[CH:29]=[CH:28]/[C:27]([O:31][CH2:32][CH3:33])=[O:30])=[C:7]([CH3:8])[N:6]=1. (6) Given the reactants [OH:1][C@@H:2]1[CH2:25][CH2:24][C@@:23]2([CH3:26])[C@H:4]([CH2:5][C@@H:6]([OH:28])[C@@H:7]3[C@@H:22]2[CH2:21][CH2:20][C@@:19]2([CH3:27])[C@H:8]3[CH2:9][CH2:10][C@@H:11]2[C@H:12](C)[CH2:13]CC(O)=O)[CH2:3]1.[OH2:29].[CH3:30]O, predict the reaction product. The product is: [OH:28][C@@H:6]1[CH2:5][C:4]2[C@:23]([CH3:26])([CH2:24][CH2:25][C:2](=[O:1])[CH:3]=2)[C@@H:22]2[C@@H:7]1[C@H:8]1[C@:19]([CH3:27])([CH2:20][CH2:21]2)[C@@H:11]([C@@H:12]([CH:30]=[O:29])[CH3:13])[CH2:10][CH2:9]1. (7) The product is: [NH2:39][C:34]1[CH:35]=[CH:36][CH:37]=[CH:38][C:33]=1[NH:40][C:28]([C:27]1[CH:31]=[CH:32][C:24]([CH2:23][NH:22][C:20]([C:10]2[NH:11][C:12]([C:14]3[CH:19]=[CH:18][CH:17]=[CH:16][CH:15]=3)=[CH:13][C:9]=2[C:6]2[CH:5]=[CH:4][C:3]([O:2][CH3:1])=[CH:8][CH:7]=2)=[O:21])=[CH:25][CH:26]=1)=[O:30]. Given the reactants [CH3:1][O:2][C:3]1[CH:8]=[CH:7][C:6]([C:9]2[CH:13]=[C:12]([C:14]3[CH:19]=[CH:18][CH:17]=[CH:16][CH:15]=3)[NH:11][C:10]=2[C:20]([NH:22][CH2:23][C:24]2[CH:32]=[CH:31][C:27]([C:28]([OH:30])=O)=[CH:26][CH:25]=2)=[O:21])=[CH:5][CH:4]=1.[C:33]1([NH2:40])[CH:38]=[CH:37][CH:36]=[CH:35][C:34]=1[NH2:39].C(N(CC)CC)C.ON1C2C=CC=CC=2N=N1.Cl.CN(C)CCCN=C=NCC, predict the reaction product. (8) Given the reactants [CH:1]([N:14]1[C:22]2[C:17](=[CH:18][CH:19]=[C:20]([Cl:23])[CH:21]=2)[CH:16]=[C:15]1[CH:24]=O)([C:8]1[CH:13]=[CH:12][CH:11]=[CH:10][CH:9]=1)[C:2]1[CH:7]=[CH:6][CH:5]=[CH:4][CH:3]=1.[N+:26]([CH3:29])([O-:28])=[O:27], predict the reaction product. The product is: [CH:1]([N:14]1[C:22]2[C:17](=[CH:18][CH:19]=[C:20]([Cl:23])[CH:21]=2)[CH:16]=[C:15]1[CH:24]=[CH:29][N+:26]([O-:28])=[O:27])([C:8]1[CH:13]=[CH:12][CH:11]=[CH:10][CH:9]=1)[C:2]1[CH:7]=[CH:6][CH:5]=[CH:4][CH:3]=1.